From a dataset of Full USPTO retrosynthesis dataset with 1.9M reactions from patents (1976-2016). Predict the reactants needed to synthesize the given product. (1) Given the product [Cl:23][C:22]1[N:21]([CH3:24])[N:20]=[C:19]([CH3:25])[C:18]=1[CH2:17][NH:16][N:11]1[CH2:12][CH2:13][C:14]([CH3:15])=[C:9]([CH2:8][C:7]([NH:6][CH2:5][C:4]2[CH:28]=[C:29]([Cl:32])[CH:30]=[CH:31][C:3]=2[CH2:2][NH:1][CH2:36][C:37]([F:40])([F:39])[F:38])=[O:27])[C:10]1=[O:26], predict the reactants needed to synthesize it. The reactants are: [NH2:1][CH2:2][C:3]1[CH:31]=[CH:30][C:29]([Cl:32])=[CH:28][C:4]=1[CH2:5][NH:6][C:7](=[O:27])[CH2:8][C:9]1[C:10](=[O:26])[N:11]([NH:16][CH2:17][C:18]2[C:19]([CH3:25])=[N:20][N:21]([CH3:24])[C:22]=2[Cl:23])[CH2:12][CH2:13][C:14]=1[CH3:15].C(O[CH:36](O)[C:37]([F:40])([F:39])[F:38])C.[BH3-]C#N.[Na+]. (2) Given the product [F:1][C:2]([F:15])([F:16])[C:3]1[CH:10]=[CH:9][C:8]([C:11]([F:14])([F:12])[F:13])=[CH:7][C:4]=1[CH2:5][O:6][S:25]([CH3:24])(=[O:27])=[O:26], predict the reactants needed to synthesize it. The reactants are: [F:1][C:2]([F:16])([F:15])[C:3]1[CH:10]=[CH:9][C:8]([C:11]([F:14])([F:13])[F:12])=[CH:7][C:4]=1[CH2:5][OH:6].CCN(CC)CC.[CH3:24][S:25](Cl)(=[O:27])=[O:26].O. (3) Given the product [ClH:24].[ClH:56].[ClH:1].[CH:35]1([NH:38][C:39]([C:41]2[C:49]3[CH:48]=[C:47]([C:50]4[C:55]([Cl:56])=[CH:54][N:53]=[C:52]([NH:57][CH2:58][CH2:59][CH2:60][N:61]5[CH:62]([CH3:68])[CH2:63][N:64]([CH3:3])[CH2:65][CH:66]5[CH3:67])[N:51]=4)[S:46][C:45]=3[CH:44]=[CH:43][CH:42]=2)=[O:40])[CH2:37][CH2:36]1, predict the reactants needed to synthesize it. The reactants are: [ClH:1].Cl.[CH:3]1(NC(C2C3C=C(C4C([Cl:24])=CN=C(NCCC5CCN(C)CC5)N=4)SC=3C=CC=2)=O)CC1.[CH:35]1([NH:38][C:39]([C:41]2[C:49]3[CH:48]=[C:47]([C:50]4[C:55]([Cl:56])=[CH:54][N:53]=[C:52]([NH:57][CH2:58][CH2:59][CH2:60][N:61]5[C@H:66]([CH3:67])[CH2:65][NH:64][CH2:63][C@@H:62]5[CH3:68])[N:51]=4)[S:46][C:45]=3[CH:44]=[CH:43][CH:42]=2)=[O:40])[CH2:37][CH2:36]1.